This data is from Experimentally validated miRNA-target interactions with 360,000+ pairs, plus equal number of negative samples. The task is: Binary Classification. Given a miRNA mature sequence and a target amino acid sequence, predict their likelihood of interaction. (1) The miRNA is hsa-miR-339-5p with sequence UCCCUGUCCUCCAGGAGCUCACG. The protein sequence of the target gene is MASKSWLNFLTFLCGSAIGFLLCSQLFSILLGEKVDTQPNVLHNDPHARHSDDNGQNHLEGQMNFNADSSQHKDENTDIAENLYQKVRILCWVMTGPQNLEKKAKHVKATWAQRCNKVLFMSSEENKDFPAVGLKTKEGRDQLYWKTIKAFQYVHEHYLEDADWFLKADDDTYVILDNLRWLLSKYDPEEPIYFGRRFKPYVKQGYMSGGAGYVLSKEALKRFVDAFKTDKCTHSSSIEDLALGRCMEIMNVEAGDSRDTIGKETFHPFVPEHHLIKGYLPRTFWYWNYNYYPPVEGPGC.... Result: 1 (interaction). (2) The miRNA is mmu-miR-804 with sequence UGUGAGUUGUUCCUCACCUGGA. The protein sequence of the target gene is MELNTKKKLHALSLAEKIQVLELLDESKMSQSEVARRFQVSQPQISRICKNKEKLLADWCSGTANHERKRKRESKYSGIDEALLCWYHIARAKAWDVTGPMLLHKAKELADIMGQDFVPSIGWLVRWKRRNNVGFGTRQVLVPLFPPEAPPAVLPSQAQPPLSLKDFSPEDVFGCAEVPLLYRAVPGRVFECDRLQVLLCANSRGTEKRRVFVGGLQAAPRCFFGVSSEALPTSYHPDLAIPWSEWLAQFDQDMGQQGRQVALLLASGVVEEWASLPGLHHVRLLPLSASSTTPSLPGSV.... Result: 1 (interaction). (3) The miRNA is hsa-miR-8485 with sequence CACACACACACACACACGUAU. The protein sequence of the target gene is MFGLRRNAVIGLNLYCGGASLGAGGGSPAGTRLAAEEAKARREGGGEAALLPGARVVARPPPVGAEDPDVTASAERRLLKSPGLLAVPPEEMAASAAAIMSPEEELDGCEPEVLSKRPAVLPLLERVSEAAKSSGADGSLPSTPPPPEEEDDELYRQSLEIISRYLREQATGSKDAKPLGEAGAAGRRALETLRRVGDGVQRNHETAFQGMLRKLDIKNEDDVKSFSRVMTHVFKDGVTNWGRIVTLISFGAFVAKHLKSINQESCIEPLAESITDVLVRTKRDWLVKQRGWDGFVEFFH.... Result: 0 (no interaction). (4) The miRNA is hsa-miR-378a-3p with sequence ACUGGACUUGGAGUCAGAAGGC. The protein sequence of the target gene is MAEQDVENDLLDYDEEEEPQAPQESTPAPPKKDIKGSYVSIHSSGFRDFLLKPELLRAIVDCGFEHPSEVQHECIPQAILGMDVLCQAKSGMGKTAVFVLATLQQIEPVNGQVTVLVMCHTRELAFQISKEYERFSKYMPSVKVSVFFGGLSIKKDEEVLKKNCPHVVVGTPGRILALVRNRSFSLKNVKHFVLDECDKMLEQLDMRRDVQEIFRLTPHEKQCMMFSATLSKDIRPVCRKFMQDPMEVFVDDETKLTLHGLQQYYVKLKDSEKNRKLFDLLDVLEFNQVIIFVKSVQRCM.... Result: 1 (interaction). (5) The miRNA is hsa-miR-3120-3p with sequence CACAGCAAGUGUAGACAGGCA. The protein sequence of the target gene is MLSRAVCGTSRQLAPVLGYLGSRQKHSLPDLPYDYGALEPHINAQIMQLHHSKHHAAYVNNLNVTEEKYQEALAKGDVTAQIALQPALKFNGGGHINHSIFWTNLSPNGGGEPKGELLEAIKRDFGSFDKFKEKLTAASVGVQGSGWGWLGFNKERGHLQIAACPNQDPLQGTTGLIPLLGIDVWEHAYYLQYKNVRPDYLKAIWNVINWENVTERYMACKK. Result: 1 (interaction).